From a dataset of Full USPTO retrosynthesis dataset with 1.9M reactions from patents (1976-2016). Predict the reactants needed to synthesize the given product. (1) Given the product [NH2:1][C:2]1[C:3]2[N:4]([C:8]([C@@H:30]3[O:35][CH2:34][C@@H:33]4[CH2:36][O:37][C:47](=[O:48])[N:32]4[CH2:31]3)=[N:9][C:10]=2[C:11]2[CH:29]=[CH:28][C:14]([C:15]([NH:17][C:18]3[CH:23]=[C:22]([C:24]([F:26])([F:25])[F:27])[CH:21]=[CH:20][N:19]=3)=[O:16])=[CH:13][CH:12]=2)[CH:5]=[CH:6][N:7]=1, predict the reactants needed to synthesize it. The reactants are: [NH2:1][C:2]1[C:3]2[N:4]([C:8]([C@@H:30]3[O:35][CH2:34][C@H:33]([CH2:36][OH:37])[NH:32][CH2:31]3)=[N:9][C:10]=2[C:11]2[CH:29]=[CH:28][C:14]([C:15]([NH:17][C:18]3[CH:23]=[C:22]([C:24]([F:27])([F:26])[F:25])[CH:21]=[CH:20][N:19]=3)=[O:16])=[CH:13][CH:12]=2)[CH:5]=[CH:6][N:7]=1.C(N(C(C)C)C(C)C)C.[C:47](N1C=CN=C1)(N1C=CN=C1)=[O:48]. (2) Given the product [N:9]1[C:10]2[C:15](=[CH:14][CH:13]=[CH:12][CH:11]=2)[C:6]([C:3]2[CH:4]=[CH:5][N:1]([S:24]([C:20]3[CH:19]=[C:18]([CH:23]=[CH:22][CH:21]=3)[C:16]#[N:17])(=[O:26])=[O:25])[N:2]=2)=[CH:7][CH:8]=1, predict the reactants needed to synthesize it. The reactants are: [NH:1]1[CH:5]=[CH:4][C:3]([C:6]2[C:15]3[C:10](=[CH:11][CH:12]=[CH:13][CH:14]=3)[N:9]=[CH:8][CH:7]=2)=[N:2]1.[C:16]([C:18]1[CH:19]=[C:20]([S:24](Cl)(=[O:26])=[O:25])[CH:21]=[CH:22][CH:23]=1)#[N:17]. (3) Given the product [CH2:22]([C:19]1[N:18]=[C:17]([CH:16]=[CH:15][C:9]2[CH:8]=[C:7]([OH:6])[C:12]([OH:13])=[CH:11][CH:10]=2)[O:21][N:20]=1)[CH2:23][CH2:24][CH2:25][CH2:26][CH2:27][CH2:28][CH2:29][CH3:30], predict the reactants needed to synthesize it. The reactants are: B(Br)(Br)Br.C[O:6][C:7]1[CH:8]=[C:9]([CH:15]=[CH:16][C:17]2[O:21][N:20]=[C:19]([CH2:22][CH2:23][CH2:24][CH2:25][CH2:26][CH2:27][CH2:28][CH2:29][CH3:30])[N:18]=2)[CH:10]=[CH:11][C:12]=1[O:13]C. (4) Given the product [ClH:44].[CH3:1][O:2][C:3]1[CH:4]=[C:5]([C:11]2[N:20]=[C:19]([NH:21][CH2:22][C@:23]3([F:36])[CH2:28][CH2:27][CH2:26][NH:25][CH2:24]3)[C:14]3=[N:15][CH:16]=[CH:17][N:18]=[C:13]3[CH:12]=2)[CH:6]=[CH:7][C:8]=1[O:9][CH3:10], predict the reactants needed to synthesize it. The reactants are: [CH3:1][O:2][C:3]1[CH:4]=[C:5]([C:11]2[N:20]=[C:19]([NH:21][CH2:22][C@:23]3([F:36])[CH2:28][CH2:27][CH2:26][N:25](C(OC(C)(C)C)=O)[CH2:24]3)[C:14]3=[N:15][CH:16]=[CH:17][N:18]=[C:13]3[CH:12]=2)[CH:6]=[CH:7][C:8]=1[O:9][CH3:10].FC(F)(F)C(O)=O.[ClH:44].